From a dataset of Reaction yield outcomes from USPTO patents with 853,638 reactions. Predict the reaction yield, written as a fraction of the theoretical maximum amount of product (1.0 means a 100% yield; for example, 0.34 means a 34% yield). (1) The reactants are Cl.[CH3:2][C@@H:3]([NH2:8])[C:4]([F:7])([F:6])[F:5].C(N(CC)CC)C.[C:16]([N:24]=[C:25]=[S:26])(=[O:23])[C:17]1[CH:22]=[CH:21][CH:20]=[CH:19][CH:18]=1. The catalyst is C(Cl)(Cl)Cl. The product is [C:16]([NH:24][C:25]([NH:8][C@H:3]([CH3:2])[C:4]([F:7])([F:6])[F:5])=[S:26])(=[O:23])[C:17]1[CH:22]=[CH:21][CH:20]=[CH:19][CH:18]=1. The yield is 0.900. (2) The reactants are [F:1][C:2]([F:11])([F:10])[C:3]1[CH:4]=[C:5]([CH:7]=[CH:8][CH:9]=1)[NH2:6].C(N(CC)CC)C.Cl[C:20](=[O:27])[CH2:21][C:22]([O:24][CH2:25][CH3:26])=[O:23]. The catalyst is CC(C)=O. The product is [O:27]=[C:20]([NH:6][C:5]1[CH:7]=[CH:8][CH:9]=[C:3]([C:2]([F:10])([F:11])[F:1])[CH:4]=1)[CH2:21][C:22]([O:24][CH2:25][CH3:26])=[O:23]. The yield is 0.990.